This data is from Full USPTO retrosynthesis dataset with 1.9M reactions from patents (1976-2016). The task is: Predict the reactants needed to synthesize the given product. (1) Given the product [OH:1][C:2]1[CH:9]=[CH:8][C:5]([C:6](=[S:13])[NH2:7])=[CH:4][C:3]=1[CH2:10][CH2:11][CH3:12], predict the reactants needed to synthesize it. The reactants are: [OH:1][C:2]1[CH:9]=[CH:8][C:5]([C:6]#[N:7])=[CH:4][C:3]=1[CH2:10][CH2:11][CH3:12].[SH2:13].C(NCC)C. (2) Given the product [OH:17][C:18]1[CH:19]=[C:20]([CH2:21][CH2:22][C:23]([NH:1][C:2]2[CH:7]=[CH:6][CH:5]=[CH:4][C:3]=2[C:8]2[NH:9][C:10]3[C:15]([CH:16]=2)=[CH:14][CH:13]=[CH:12][CH:11]=3)=[O:24])[CH:26]=[CH:27][C:28]=1[OH:29], predict the reactants needed to synthesize it. The reactants are: [NH2:1][C:2]1[CH:7]=[CH:6][CH:5]=[CH:4][C:3]=1[C:8]1[NH:9][C:10]2[C:15]([CH:16]=1)=[CH:14][CH:13]=[CH:12][CH:11]=2.[OH:17][C:18]1[CH:19]=[C:20]([CH:26]=[CH:27][C:28]=1[OH:29])[CH2:21][CH2:22][C:23](O)=[O:24]. (3) Given the product [Cl:1][CH2:2][CH2:3][CH2:4][N:5]1[C:14]2[C:9](=[C:10]([CH3:15])[CH:11]=[CH:12][CH:13]=2)[CH:8]=[CH:7][C:6]1=[O:16], predict the reactants needed to synthesize it. The reactants are: [Cl:1][CH2:2][CH2:3][CH2:4][N:5]1[C:14]2[C:9](=[C:10]([CH3:15])[CH:11]=[CH:12][CH:13]=2)[CH2:8][CH2:7][C:6]1=[O:16].C(C1C(=O)C(Cl)=C(Cl)C(=O)C=1C#N)#N.O1CCOCC1.